The task is: Predict the reactants needed to synthesize the given product.. This data is from Full USPTO retrosynthesis dataset with 1.9M reactions from patents (1976-2016). (1) Given the product [F:17][C@H:18]1[CH2:35][C@@:33]2([CH3:34])[C@@H:29]([CH2:30][CH2:31][C:32]2=[O:36])[C@H:28]2[C@H:19]1[C@@H:20]1[C:25]([CH:26]=[CH:27]2)=[CH:24][C:23](=[O:37])[CH2:22][CH2:21]1, predict the reactants needed to synthesize it. The reactants are: C([O-])(=O)C.[Na+].BrN1C(C)(C)C(=O)N(Br)C1=O.[F:17][C@H:18]1[CH2:35][C@@:33]2([CH3:34])[C@@H:29]([CH2:30][CH2:31][C:32]2=[O:36])[C@H:28]2[C@H:19]1[C@@H:20]1[C:25](=[CH:26][CH2:27]2)[CH:24]=[C:23]([O:37]C)[CH2:22][CH2:21]1.S([O-])([O-])=O.[Na+].[Na+].[Br-].[Li+].C(=O)([O-])[O-].[Li+].[Li+]. (2) The reactants are: [OH:1][C:2]1[C:7]2[CH:8]=[C:9]([CH3:11])[O:10][C:6]=2[CH:5]=[C:4]([C:12]([O:14][CH2:15][CH3:16])=[O:13])[CH:3]=1.F[C:18]1[CH:23]=[CH:22][C:21]([S:24]([CH3:27])(=[O:26])=[O:25])=[CH:20][CH:19]=1.C([O-])([O-])=O.[Cs+].[Cs+]. Given the product [CH3:11][C:9]1[O:10][C:6]2[CH:5]=[C:4]([C:12]([O:14][CH2:15][CH3:16])=[O:13])[CH:3]=[C:2]([O:1][C:18]3[CH:23]=[CH:22][C:21]([S:24]([CH3:27])(=[O:26])=[O:25])=[CH:20][CH:19]=3)[C:7]=2[CH:8]=1, predict the reactants needed to synthesize it. (3) The reactants are: [CH:1]([C:3]1([CH3:16])[CH2:8][CH2:7][N:6]([C:9](OC(C)(C)C)=O)[CH2:5][CH2:4]1)=O.[C:17]([OH:20])(=[O:19])[CH3:18].[C:21]1([C@@H:27]2[CH2:29][C@H:28]2[NH2:30])[CH:26]=[CH:25][CH:24]=[CH:23][CH:22]=1.C(O[BH-](O[C:41](=O)[CH3:42])OC(=O)C)(=O)C.[Na+].Cl[CH2:46]CCl. Given the product [CH3:16][C:3]1([CH2:1][NH:30][C@@H:28]2[CH2:29][C@H:27]2[C:21]2[CH:26]=[CH:25][CH:24]=[CH:23][CH:22]=2)[CH2:4][CH2:5][N:6]([C:9]2([CH2:18][C:17]([OH:20])=[O:19])[CH2:42][CH2:41][CH2:46]2)[CH2:7][CH2:8]1, predict the reactants needed to synthesize it. (4) Given the product [N:29]1[CH:30]=[CH:31][CH:32]=[C:27]([CH2:26][NH:25][C:21]([C:19]2[CH:18]=[CH:17][N:16]3[CH:24]=[C:13]([C:3]4[C:4]([C:7]5[CH:12]=[CH:11][CH:10]=[CH:9][CH:8]=5)=[N:5][O:6][C:2]=4[CH3:1])[N:14]=[C:15]3[CH:20]=2)=[O:23])[CH:28]=1, predict the reactants needed to synthesize it. The reactants are: [CH3:1][C:2]1[O:6][N:5]=[C:4]([C:7]2[CH:12]=[CH:11][CH:10]=[CH:9][CH:8]=2)[C:3]=1[C:13]1[N:14]=[C:15]2[CH:20]=[C:19]([C:21]([OH:23])=O)[CH:18]=[CH:17][N:16]2[CH:24]=1.[NH2:25][CH2:26][C:27]1[CH:28]=[N:29][CH:30]=[CH:31][CH:32]=1.